From a dataset of Full USPTO retrosynthesis dataset with 1.9M reactions from patents (1976-2016). Predict the reactants needed to synthesize the given product. Given the product [CH3:45][N:46]([CH3:47])[CH2:44][CH2:41][O:40][C:14]1[CH:15]=[C:16]2[C:8]([C:6]3[CH:5]=[CH:4][N:3]=[C:2]([NH2:1])[N:7]=3)=[CH:9][N:10]([CH2:18][O:19][CH2:20][CH2:21][Si:22]([CH3:24])([CH3:23])[CH3:25])[C:11]2=[N:12][CH:13]=1, predict the reactants needed to synthesize it. The reactants are: [NH2:1][C:2]1[N:7]=[C:6]([C:8]2[C:16]3[C:15](O)=[CH:14][CH:13]=[N:12][C:11]=3[N:10]([CH2:18][O:19][CH2:20][CH2:21][Si:22]([CH3:25])([CH3:24])[CH3:23])[CH:9]=2)[CH:5]=[CH:4][N:3]=1.C(OC(NC(=NC([O:40][C:41]([CH3:44])(C)C)=O)SC)=O)(C)(C)C.[CH3:45][N:46](C=O)[CH3:47].